From a dataset of Catalyst prediction with 721,799 reactions and 888 catalyst types from USPTO. Predict which catalyst facilitates the given reaction. (1) Reactant: [CH2:1]([O:9][CH2:10][CH2:11][CH2:12][C:13]([O:15]C(C)(C)C)=[O:14])[CH2:2][C:3]1[CH:8]=[CH:7][CH:6]=[CH:5][CH:4]=1. Product: [CH2:1]([O:9][CH2:10][CH2:11][CH2:12][C:13]([OH:15])=[O:14])[CH2:2][C:3]1[CH:8]=[CH:7][CH:6]=[CH:5][CH:4]=1. The catalyst class is: 67. (2) Reactant: [Cl:1][C:2]1[CH:3]=[C:4]([C:23]2[CH:28]=[CH:27][C:26]([C:29]([N:31]3[CH2:36][CH2:35][CH:34]([C:37]([F:40])([F:39])[F:38])[CH2:33][CH2:32]3)=[O:30])=[CH:25][CH:24]=2)[CH:5]=[C:6]([Cl:22])[C:7]=1[CH2:8][C@@H:9]1[CH2:13][CH2:12][N:11]([C@H:14]2[CH2:19][CH2:18][C@H:17]([OH:20])[CH2:16][CH2:15]2)[C:10]1=[O:21].C(N(CC)CC)C.[CH3:48][S:49](Cl)(=[O:51])=[O:50]. The catalyst class is: 4. Product: [Cl:22][C:6]1[CH:5]=[C:4]([C:23]2[CH:28]=[CH:27][C:26]([C:29]([N:31]3[CH2:36][CH2:35][CH:34]([C:37]([F:38])([F:40])[F:39])[CH2:33][CH2:32]3)=[O:30])=[CH:25][CH:24]=2)[CH:3]=[C:2]([Cl:1])[C:7]=1[CH2:8][C@@H:9]1[CH2:13][CH2:12][N:11]([C@H:14]2[CH2:19][CH2:18][C@H:17]([O:20][S:49]([CH3:48])(=[O:51])=[O:50])[CH2:16][CH2:15]2)[C:10]1=[O:21].